From a dataset of Forward reaction prediction with 1.9M reactions from USPTO patents (1976-2016). Predict the product of the given reaction. (1) Given the reactants [C:1]([O:5][C:6]([N:8]1[CH2:11][CH:10](OS(C)(=O)=O)[CH2:9]1)=[O:7])([CH3:4])([CH3:3])[CH3:2].[N-:17]=[N+:18]=[N-:19].[Na+], predict the reaction product. The product is: [N:17]([CH:10]1[CH2:11][N:8]([C:6]([O:5][C:1]([CH3:4])([CH3:3])[CH3:2])=[O:7])[CH2:9]1)=[N+:18]=[N-:19]. (2) Given the reactants [Cl:1][C:2]([O:5]C(=O)OC(Cl)(Cl)Cl)(Cl)Cl.[CH2:13]([O:15][CH2:16][CH2:17][OH:18])[CH3:14].N1C=CC=CC=1, predict the reaction product. The product is: [C:2]([Cl:1])(=[O:5])[O:18][CH2:17][CH2:16][O:15][CH2:13][CH3:14]. (3) Given the reactants [F:1][C:2]([F:33])([F:32])[C:3]([C:16]1[CH:21]=[CH:20][C:19]([CH:22]([NH:24][C:25](=[O:31])[O:26][C:27]([CH3:30])([CH3:29])[CH3:28])[CH3:23])=[CH:18][CH:17]=1)=[N:4]OS(C1C=CC(C)=CC=1)(=O)=O.[NH3:34], predict the reaction product. The product is: [F:33][C:2]([F:32])([F:1])[C:3]1([C:16]2[CH:21]=[CH:20][C:19]([CH:22]([NH:24][C:25](=[O:31])[O:26][C:27]([CH3:29])([CH3:28])[CH3:30])[CH3:23])=[CH:18][CH:17]=2)[N:4]=[N:34]1. (4) Given the reactants C[O:2][C:3]1[CH:8]=[CH:7][N:6]=[CH:5][C:4]=1[N+:9]([O-:11])=[O:10].[OH-].[Na+], predict the reaction product. The product is: [N+:9]([C:4]1[CH:5]=[N:6][CH:7]=[CH:8][C:3]=1[OH:2])([O-:11])=[O:10].